This data is from Catalyst prediction with 721,799 reactions and 888 catalyst types from USPTO. The task is: Predict which catalyst facilitates the given reaction. (1) Reactant: [H-].[Na+].[CH2:3]([OH:10])[C:4]1[CH:9]=[CH:8][CH:7]=[CH:6][CH:5]=1.Br[C:12]1[CH:17]=[C:16]([CH3:18])[CH:15]=[CH:14][N:13]=1.O. Product: [C:4]1([CH2:3][O:10][C:12]2[CH:17]=[C:16]([CH3:18])[CH:15]=[CH:14][N:13]=2)[CH:9]=[CH:8][CH:7]=[CH:6][CH:5]=1. The catalyst class is: 392. (2) Reactant: [CH2:1]([O:5][CH2:6][CH2:7][O:8][C:9]1[CH:14]=[CH:13][C:12]([C:15]2[CH:20]=[CH:19][C:18]([N:21]3[CH2:25][CH2:24][CH2:23][CH2:22]3)=[C:17](/[CH:26]=[C:27](\[CH2:33][CH3:34])/[C:28]([O:30]CC)=[O:29])[CH:16]=2)=[CH:11][CH:10]=1)[CH2:2][CH2:3][CH3:4].[OH-].[Na+].Cl. Product: [CH2:1]([O:5][CH2:6][CH2:7][O:8][C:9]1[CH:10]=[CH:11][C:12]([C:15]2[CH:20]=[CH:19][C:18]([N:21]3[CH2:25][CH2:24][CH2:23][CH2:22]3)=[C:17](/[CH:26]=[C:27](\[CH2:33][CH3:34])/[C:28]([OH:30])=[O:29])[CH:16]=2)=[CH:13][CH:14]=1)[CH2:2][CH2:3][CH3:4]. The catalyst class is: 353. (3) Reactant: [F:1][C:2]([F:7])([F:6])[C:3]([OH:5])=[O:4].C(OC([N:15]1[CH2:20][CH2:19][N:18]([CH3:21])[C:17](=[O:22])[CH2:16]1)=O)(C)(C)C. Product: [F:1][C:2]([F:7])([F:6])[C:3]([OH:5])=[O:4].[CH3:21][N:18]1[CH2:19][CH2:20][NH:15][CH2:16][C:17]1=[O:22]. The catalyst class is: 2. (4) The catalyst class is: 171. Product: [F:1][C:2]1[CH:7]=[CH:6][C:5]([F:8])=[CH:4][C:3]=1[C@H:9]1[CH2:13][CH2:12][CH2:11][N:10]1[C:14]1[CH:15]=[CH:16][C:17]([NH2:20])=[N:18][CH:19]=1. Reactant: [F:1][C:2]1[CH:7]=[CH:6][C:5]([F:8])=[CH:4][C:3]=1[C@H:9]1[CH2:13][CH2:12][CH2:11][N:10]1[C:14]1[CH:15]=[CH:16][C:17]([N+:20]([O-])=O)=[N:18][CH:19]=1. (5) Reactant: [OH:1][CH:2]1[CH2:6][CH2:5][NH:4][CH2:3]1.C(N(CC)CC)C.[C:14](O[C:14]([O:16][C:17]([CH3:20])([CH3:19])[CH3:18])=[O:15])([O:16][C:17]([CH3:20])([CH3:19])[CH3:18])=[O:15]. Product: [OH:1][CH:2]1[CH2:6][CH2:5][N:4]([C:14]([O:16][C:17]([CH3:20])([CH3:19])[CH3:18])=[O:15])[CH2:3]1. The catalyst class is: 34.